From a dataset of Full USPTO retrosynthesis dataset with 1.9M reactions from patents (1976-2016). Predict the reactants needed to synthesize the given product. (1) Given the product [Cl:5][C:6]1[CH:7]=[C:8]([NH:13][C:14]2[N:15]=[CH:16][N:17]=[C:18]([CH2:20][OH:21])[CH:19]=2)[CH:9]=[CH:10][C:11]=1[Cl:12], predict the reactants needed to synthesize it. The reactants are: B(Br)(Br)Br.[Cl:5][C:6]1[CH:7]=[C:8]([NH:13][C:14]2[CH:19]=[C:18]([CH2:20][O:21]C)[N:17]=[CH:16][N:15]=2)[CH:9]=[CH:10][C:11]=1[Cl:12].C([O-])([O-])=O.[Na+].[Na+]. (2) Given the product [C:1]([C:3]1[CH:4]=[C:5]([NH:9][C:10](=[O:32])[NH:11][CH2:12][C:13]2[CH:14]=[C:15]([CH:29]=[CH:30][CH:31]=2)[C:16]([NH:18][C:19]2[S:20][C:21]3[CH2:22][N:23]([CH3:28])[CH2:24][CH2:25][C:26]=3[N:27]=2)=[O:17])[CH:6]=[CH:7][CH:8]=1)#[CH:2].[NH2:9][C:10]([NH2:11])=[O:32], predict the reactants needed to synthesize it. The reactants are: [C:1]([C:3]1[CH:4]=[C:5]([NH:9][C:10](=[O:32])[NH:11][CH2:12][C:13]2[CH:14]=[C:15]([CH:29]=[CH:30][CH:31]=2)[C:16]([NH:18][C:19]2[S:20][C:21]3[CH2:22][N:23]([CH3:28])[CH2:24][CH2:25][C:26]=3[N:27]=2)=[O:17])[CH:6]=[CH:7][CH:8]=1)#[CH:2].C(NC1C=CC=CC=1)#C. (3) The reactants are: [Cl:1][C:2]1[CH:3]=[C:4]([CH:6]=[CH:7][CH:8]=1)[NH2:5].[NH2:9][C:10]1[C:15]([C:16]#[N:17])=[CH:14][N:13]=[C:12](Cl)[N:11]=1. Given the product [NH2:9][C:10]1[C:15]([C:16]#[N:17])=[CH:14][N:13]=[C:12]([NH:5][C:4]2[CH:6]=[CH:7][CH:8]=[C:2]([Cl:1])[CH:3]=2)[N:11]=1, predict the reactants needed to synthesize it. (4) Given the product [Cl:1][C:2]1[C:3]([C:19]2[CH:23]=[N:22][NH:21][CH:20]=2)=[CH:4][C:5]([O:17][CH3:18])=[C:6]([C:25]2[N:30]=[N:29][C:28]([N:31]([CH3:42])[CH:32]3[CH2:37][C:36]([CH3:38])([CH3:39])[NH:35][C:34]([CH3:41])([CH3:40])[CH2:33]3)=[CH:27][CH:26]=2)[CH:7]=1, predict the reactants needed to synthesize it. The reactants are: [Cl:1][C:2]1[CH:7]=[C:6](B2OC(C)(C)C(C)(C)O2)[C:5]([O:17][CH3:18])=[CH:4][C:3]=1[C:19]1[CH:20]=[N:21][NH:22][CH:23]=1.Cl[C:25]1[N:30]=[N:29][C:28]([N:31]([CH3:42])[CH:32]2[CH2:37][C:36]([CH3:39])([CH3:38])[NH:35][C:34]([CH3:41])([CH3:40])[CH2:33]2)=[CH:27][CH:26]=1.